This data is from Full USPTO retrosynthesis dataset with 1.9M reactions from patents (1976-2016). The task is: Predict the reactants needed to synthesize the given product. (1) Given the product [CH3:67][N:30]([CH3:29])[C:31]1[N:36]=[CH:35][C:34]([C:37]2[N:38]=[C:39]([CH2:64][CH3:65])[C:40]([NH:45][C@H:46]3[C@@H:50]([O:51][CH2:52][CH3:53])[CH2:49][NH:48][CH2:47]3)=[N:41][C:42]=2[CH2:43][CH3:44])=[C:33]([CH3:66])[CH:32]=1, predict the reactants needed to synthesize it. The reactants are: C(O[C@H]1CNC[C@H]1NC1C(CC)=NC(C2C(C)=NC(OC)=CC=2)=C(CC)N=1)C.[CH3:29][N:30]([CH3:67])[C:31]1[N:36]=[CH:35][C:34]([C:37]2[N:38]=[C:39]([CH2:64][CH3:65])[C:40]([NH:45][C@H:46]3[C@@H:50]([O:51][CH2:52][CH3:53])[CH2:49][N:48](C(OCC4C=CC=CC=4)=O)[CH2:47]3)=[N:41][C:42]=2[CH2:43][CH3:44])=[C:33]([CH3:66])[CH:32]=1. (2) Given the product [Br:1][C:2]1[CH:11]=[N:10][C:9]2[C:8](=[O:12])[N:7]([CH2:14][CH2:15][O:16][CH3:17])[CH:6]=[N:5][C:4]=2[CH:3]=1, predict the reactants needed to synthesize it. The reactants are: [Br:1][C:2]1[CH:11]=[N:10][C:9]2[C:8](=[O:12])[NH:7][CH:6]=[N:5][C:4]=2[CH:3]=1.Br[CH2:14][CH2:15][O:16][CH3:17].C([O-])([O-])=O.[K+].[K+]. (3) Given the product [NH2:9][C:6]1[CH:7]=[CH:8][C:3]([N:2]([CH3:10])[CH3:1])=[CH:4][C:5]=1[S:12][S:11](=[O:14])(=[O:13])[OH:15], predict the reactants needed to synthesize it. The reactants are: [CH3:1][N:2]([CH3:10])[C:3]1[CH:8]=[CH:7][C:6]([NH2:9])=[CH:5][CH:4]=1.[S:11]([O-:15])([O-:14])(=[O:13])=[S:12]. (4) Given the product [Br:1][C:30]1[CH:29]=[C:28]([S:32]([NH2:35])(=[O:33])=[O:34])[CH:27]=[C:26]2[C:31]=1[N:23]([CH2:21][CH3:22])[CH2:24][CH2:25]2, predict the reactants needed to synthesize it. The reactants are: [Br:1]C1C=C2C(=CC=1)N(C(C1C=CC(Cl)=C(Cl)C=1)=O)CC2.[CH2:21]([N:23]1[C:31]2[C:26](=[CH:27][C:28]([S:32]([NH2:35])(=[O:34])=[O:33])=[CH:29][CH:30]=2)[CH2:25][CH2:24]1)[CH3:22]. (5) Given the product [CH3:1][C:2]1[CH:7]=[CH:6][C:5]([C:8]2[N:16]=[C:15]3[N:10]([CH:11]=[C:12]([CH3:17])[CH:13]=[CH:14]3)[C:9]=2[CH2:18][C:19]([N:21]([CH3:22])[CH3:23])=[O:20])=[CH:4][CH:3]=1, predict the reactants needed to synthesize it. The reactants are: [CH3:1][C:2]1[CH:3]=[CH:4][C:5]([C:8]2[N:16]=[C:15]3[N:10]([CH:11]=[C:12]([CH3:17])[CH:13]=[CH:14]3)[C:9]=2[CH2:18][C:19]([N:21]([CH3:23])[CH3:22])=[O:20])=[CH:6][CH:7]=1.C(O)(C(O)=O)C(O)C(O)=O.CNC.C(O)(=O)C(C(C(O)=O)O)O. (6) Given the product [CH:1]([O:4][C:5]1[CH:6]=[CH:7][C:8]([O:11][C:12]2[CH:13]=[C:14]([CH:15]=[CH:16][CH:17]=2)[CH:18]=[C:19]2[CH2:20][CH2:21][N:22]([C:32]([NH:31][C:27]3[CH:26]=[N:25][CH:30]=[CH:29][CH:28]=3)=[O:33])[CH2:23][CH2:24]2)=[N:9][CH:10]=1)([CH3:3])[CH3:2], predict the reactants needed to synthesize it. The reactants are: [CH:1]([O:4][C:5]1[CH:6]=[CH:7][C:8]([O:11][C:12]2[CH:17]=[CH:16][CH:15]=[C:14]([CH:18]=[C:19]3[CH2:24][CH2:23][NH:22][CH2:21][CH2:20]3)[CH:13]=2)=[N:9][CH:10]=1)([CH3:3])[CH3:2].[N:25]1[CH:30]=[CH:29][CH:28]=[C:27]([NH:31][C:32](=O)[O:33]C2C=CC=CC=2)[CH:26]=1.C(N(CC)CC)C. (7) Given the product [Br:1][C:2]1[CH:3]=[N:4][C:5]2[N:6]([N:8]=[C:9]([C:11]([N:21]3[CH2:20][CH2:19][C:18]4[C:23](=[CH:24][C:15]([F:14])=[CH:16][CH:17]=4)[CH:22]3[CH2:25][CH3:26])=[O:13])[CH:10]=2)[CH:7]=1, predict the reactants needed to synthesize it. The reactants are: [Br:1][C:2]1[CH:3]=[N:4][C:5]2[N:6]([N:8]=[C:9]([C:11]([OH:13])=O)[CH:10]=2)[CH:7]=1.[F:14][C:15]1[CH:24]=[C:23]2[C:18]([CH2:19][CH2:20][NH:21][CH:22]2[CH2:25][CH3:26])=[CH:17][CH:16]=1. (8) Given the product [C:1]([O:5][C:6](=[O:9])[CH:7]=[CH2:8])([CH3:4])([CH3:3])[CH3:2].[C:10]([OH:14])(=[O:13])[CH:11]=[CH2:12].[OH:15][CH2:16][CH2:17][O:18][C:19](=[O:23])[C:20]([CH3:22])=[CH2:21], predict the reactants needed to synthesize it. The reactants are: [C:1]([O:5][C:6](=[O:9])[CH:7]=[CH2:8])([CH3:4])([CH3:3])[CH3:2].[C:10]([OH:14])(=[O:13])[CH:11]=[CH2:12].[OH:15][CH2:16][CH2:17][O:18][C:19](=[O:23])[C:20]([CH3:22])=[CH2:21].CC(OC(C)=O)COC. (9) Given the product [CH3:1][CH:2]1[CH2:7][CH2:6][CH2:5][CH:4]([CH3:8])[N:3]1[CH2:10][C:11]#[N:12], predict the reactants needed to synthesize it. The reactants are: [CH3:1][CH:2]1[CH2:7][CH2:6][CH2:5][CH:4]([CH3:8])[NH:3]1.Br[CH2:10][C:11]#[N:12].C(=O)([O-])[O-].[Na+].[Na+].